Task: Predict the reaction yield, written as a fraction of the theoretical maximum amount of product (1.0 means a 100% yield; for example, 0.34 means a 34% yield).. Dataset: Reaction yield outcomes from USPTO patents with 853,638 reactions (1) The reactants are [Cl-].O[NH3+:3].[C:4](=[O:7])([O-])[OH:5].[Na+].CS(C)=O.[CH2:13]([C:17]1[N:18]=[C:19]([CH3:47])[N:20]([C:39]2[CH:44]=[CH:43][CH:42]=[C:41]([O:45][CH3:46])[CH:40]=2)[C:21](=[O:38])[C:22]=1[CH2:23][C:24]1[CH:29]=[CH:28][C:27]([C:30]2[C:31]([C:36]#[N:37])=[CH:32][CH:33]=[CH:34][CH:35]=2)=[CH:26][CH:25]=1)[CH2:14][CH2:15][CH3:16]. The catalyst is O.C(OCC)(=O)C. The product is [CH2:13]([C:17]1[N:18]=[C:19]([CH3:47])[N:20]([C:39]2[CH:44]=[CH:43][CH:42]=[C:41]([O:45][CH3:46])[CH:40]=2)[C:21](=[O:38])[C:22]=1[CH2:23][C:24]1[CH:25]=[CH:26][C:27]([C:30]2[CH:35]=[CH:34][CH:33]=[CH:32][C:31]=2[C:36]2[NH:3][C:4](=[O:7])[O:5][N:37]=2)=[CH:28][CH:29]=1)[CH2:14][CH2:15][CH3:16]. The yield is 0.470. (2) The reactants are [N+:1]([C:4]1[CH:9]=[CH:8][CH:7]=[CH:6][C:5]=1[OH:10])([O-:3])=[O:2].C([O-])([O-])=O.[K+].[K+].Br[CH2:18][CH:19]1[CH2:21][CH2:20]1.Cl. The catalyst is CC#N.CCOC(C)=O. The product is [CH:19]1([CH2:18][O:10][C:5]2[CH:6]=[CH:7][CH:8]=[CH:9][C:4]=2[N+:1]([O-:3])=[O:2])[CH2:21][CH2:20]1. The yield is 0.970. (3) The yield is 0.600. The product is [Cl:1][C:2]1[CH:7]=[CH:6][C:5]2[N:4]([C:11]([CH:13]3[CH2:18][CH2:17][N:16]([C:19]([O:21][C:22]([CH3:25])([CH3:24])[CH3:23])=[O:20])[CH2:15][CH2:14]3)=[N:9][N:10]=2)[N:3]=1. The reactants are [Cl:1][C:2]1[N:3]=[N:4][C:5](Cl)=[CH:6][CH:7]=1.[NH:9]([C:11]([CH:13]1[CH2:18][CH2:17][N:16]([C:19]([O:21][C:22]([CH3:25])([CH3:24])[CH3:23])=[O:20])[CH2:15][CH2:14]1)=O)[NH2:10].C(OC(OC(C)(C)C)=O)(OC(C)(C)C)=O.CN1CCOCC1. The catalyst is C(O)(C)C. (4) The reactants are [CH:1]1([C:7]2[C:8]3[CH:9]=[CH:10][C:11]([C:25]([O:27]C)=[O:26])=[CH:12][C:13]=3[N:14]3[C:20]=2[C:19]2[CH:21]=[CH:22][CH:23]=[CH:24][C:18]=2[NH:17][CH2:16][CH2:15]3)[CH2:6][CH2:5][CH2:4][CH2:3][CH2:2]1. The catalyst is C1COCC1.CO.[OH-].[Na+]. The product is [CH:1]1([C:7]2[C:8]3[CH:9]=[CH:10][C:11]([C:25]([OH:27])=[O:26])=[CH:12][C:13]=3[N:14]3[C:20]=2[C:19]2[CH:21]=[CH:22][CH:23]=[CH:24][C:18]=2[NH:17][CH2:16][CH2:15]3)[CH2:2][CH2:3][CH2:4][CH2:5][CH2:6]1. The yield is 0.760. (5) The reactants are CS([O:5][CH2:6][CH2:7][C:8]1[CH:13]=[CH:12][C:11]([O:14][CH2:15][C:16]([N:18]([CH2:26][C:27]2[CH:32]=[CH:31][C:30]([F:33])=[CH:29][C:28]=2[F:34])[CH2:19][CH2:20][CH2:21][CH2:22][CH2:23][CH2:24][CH3:25])=[O:17])=[C:10]([O:35][CH3:36])[CH:9]=1)(=O)=O.[CH3:37][O:38][C:39](=[O:47])[C:40]1[CH:45]=[CH:44][CH:43]=[CH:42][C:41]=1O.C(=O)([O-])[O-].[K+].[K+]. The catalyst is C(#N)C. The product is [F:34][C:28]1[CH:29]=[C:30]([F:33])[CH:31]=[CH:32][C:27]=1[CH2:26][N:18]([CH2:19][CH2:20][CH2:21][CH2:22][CH2:23][CH2:24][CH3:25])[C:16](=[O:17])[CH2:15][O:14][C:11]1[CH:12]=[CH:13][C:8]([CH2:7][CH2:6][O:5][C:41]2[CH:42]=[CH:43][CH:44]=[CH:45][C:40]=2[C:39]([O:38][CH3:37])=[O:47])=[CH:9][C:10]=1[O:35][CH3:36]. The yield is 0.450. (6) The reactants are [CH2:1]([N:4]1[CH2:9][CH2:8][N:7]([CH2:10][CH2:11][CH2:12][O:13][C:14]2[CH:23]=[C:22]3[C:17]([C:18](Cl)=[N:19][CH:20]=[N:21]3)=[CH:16][C:15]=2[O:25][CH3:26])[CH2:6][CH2:5]1)[CH:2]=[CH2:3].[OH:27][C:28]1[CH:29]=[C:30]2[C:34](=[N:35][CH:36]=1)[NH:33][CH:32]=[CH:31]2.C(=O)([O-])[O-].[K+].[K+]. The catalyst is CC(N(C)C)=O. The product is [CH2:1]([N:4]1[CH2:9][CH2:8][N:7]([CH2:10][CH2:11][CH2:12][O:13][C:14]2[CH:23]=[C:22]3[C:17]([C:18]([O:27][C:28]4[CH:29]=[C:30]5[C:34](=[N:35][CH:36]=4)[NH:33][CH:32]=[CH:31]5)=[N:19][CH:20]=[N:21]3)=[CH:16][C:15]=2[O:25][CH3:26])[CH2:6][CH2:5]1)[CH:2]=[CH2:3]. The yield is 0.770.